This data is from Catalyst prediction with 721,799 reactions and 888 catalyst types from USPTO. The task is: Predict which catalyst facilitates the given reaction. (1) Reactant: [CH2:1]([O:3][C:4](=[O:15])[C:5]([F:14])([F:13])[CH2:6][NH:7][CH:8]1[CH2:12][CH2:11][CH2:10][CH2:9]1)[CH3:2].[Cl:16][C:17]1[N:22]=[C:21](Cl)[C:20]([N+:24]([O-:26])=[O:25])=[CH:19][N:18]=1.C(=O)(O)[O-].[Na+]. Product: [CH2:1]([O:3][C:4](=[O:15])[C:5]([F:14])([F:13])[CH2:6][N:7]([C:19]1[C:20]([N+:24]([O-:26])=[O:25])=[CH:21][N:22]=[C:17]([Cl:16])[N:18]=1)[CH:8]1[CH2:12][CH2:11][CH2:10][CH2:9]1)[CH3:2]. The catalyst class is: 13. (2) Reactant: [CH3:1][C:2]1[CH:8]=[C:7]([CH3:9])[C:5]([NH2:6])=[C:4]([N+:10]([O-])=O)[CH:3]=1.Cl[C:14](Cl)([O:16]C(=O)OC(Cl)(Cl)Cl)Cl.O. Product: [CH3:9][C:7]1[C:5]2[NH:6][C:14](=[O:16])[NH:10][C:4]=2[CH:3]=[C:2]([CH3:1])[CH:8]=1. The catalyst class is: 50. (3) Product: [NH2:20][C:13]1[CH:14]=[CH:15][C:7]2[C:6]([NH:5][C:4]3[CH:17]=[CH:18][CH:19]=[C:2]([Br:1])[CH:3]=3)=[N:11][CH:10]=[N:9][C:8]=2[N:12]=1. The catalyst class is: 14. Reactant: [Br:1][C:2]1[CH:3]=[C:4]([CH:17]=[CH:18][CH:19]=1)[NH:5][C:6]1[C:7]2[CH:15]=[CH:14][C:13](F)=[N:12][C:8]=2[N:9]=[CH:10][N:11]=1.[NH3:20]. (4) Reactant: [CH3:1][C:2]([C:8]1[NH:9][C:10]2[C:15]([CH:16]=1)=[CH:14][C:13]([N+:17]([O-])=O)=[CH:12][CH:11]=2)([CH3:7])[C:3]([O:5][CH3:6])=[O:4]. Product: [NH2:17][C:13]1[CH:14]=[C:15]2[C:10](=[CH:11][CH:12]=1)[NH:9][C:8]([C:2]([CH3:7])([CH3:1])[C:3]([O:5][CH3:6])=[O:4])=[CH:16]2. The catalyst class is: 227.